Dataset: Catalyst prediction with 721,799 reactions and 888 catalyst types from USPTO. Task: Predict which catalyst facilitates the given reaction. Reactant: [C:1]1([C:7]#[C:8][C:9]2[CH:14]=[CH:13][C:12]([C:15]3([NH:19][C:20](=[O:26])[O:21][C:22]([CH3:25])([CH3:24])[CH3:23])[CH2:18][CH2:17][CH2:16]3)=[CH:11][CH:10]=2)[CH:6]=[CH:5][CH:4]=[CH:3][CH:2]=1.[O-:27][Mn](=O)(=O)=O.[K+].CCOC(C)=O.[OH2:39]. Product: [O:39]=[C:7]([C:1]1[CH:6]=[CH:5][CH:4]=[CH:3][CH:2]=1)[C:8]([C:9]1[CH:14]=[CH:13][C:12]([C:15]2([NH:19][C:20](=[O:26])[O:21][C:22]([CH3:23])([CH3:25])[CH3:24])[CH2:18][CH2:17][CH2:16]2)=[CH:11][CH:10]=1)=[O:27]. The catalyst class is: 21.